Dataset: Forward reaction prediction with 1.9M reactions from USPTO patents (1976-2016). Task: Predict the product of the given reaction. (1) Given the reactants [F:1][CH:2]([F:25])[C:3]1[N:8]2[N:9]=[CH:10][C:11]([C:12](O)=[O:13])=[C:7]2[N:6]=[C:5]([C:15]2[CH:20]=[CH:19][C:18]([C:21]([F:24])([F:23])[F:22])=[CH:17][CH:16]=2)[CH:4]=1.[OH:26][CH2:27][C:28]([NH:32][S:33]([C:36]1[S:40][C:39]([NH2:41])=[N:38][C:37]=1[CH3:42])(=[O:35])=[O:34])([CH2:30][OH:31])[CH3:29], predict the reaction product. The product is: [OH:31][CH2:30][C:28]([NH:32][S:33]([C:36]1[S:40][C:39]([NH:41][C:12]([C:11]2[CH:10]=[N:9][N:8]3[C:3]([CH:2]([F:25])[F:1])=[CH:4][C:5]([C:15]4[CH:16]=[CH:17][C:18]([C:21]([F:23])([F:22])[F:24])=[CH:19][CH:20]=4)=[N:6][C:7]=23)=[O:13])=[N:38][C:37]=1[CH3:42])(=[O:35])=[O:34])([CH2:27][OH:26])[CH3:29]. (2) Given the reactants [O:1]=[C:2]([O-:13])[C@@H:3]([C@H:5]([C@@H:7]([C@@H:9]([CH2:11][OH:12])[OH:10])[OH:8])[OH:6])[OH:4].[Na+].C(=O)([O-])[O-].[Ca+2].[Na:20], predict the reaction product. The product is: [O:12]=[CH:11][C@H:9]([C@H:7]([C@@H:5]([C@H:3]([C:2]([OH:13])=[O:1])[OH:4])[OH:6])[OH:8])[OH:10].[Na:20]. (3) Given the reactants Cl.[F:2][C:3]([F:24])([F:23])[C:4]1[CH:22]=[CH:21][CH:20]=[CH:19][C:5]=1[CH:6]([O:14][CH:15]1[CH2:18][NH:17][CH2:16]1)[C:7]1[CH:12]=[CH:11][C:10]([F:13])=[CH:9][CH:8]=1.C(=O)([O-])[O-].[CH:29]([N:33]=[C:34]=[O:35])([CH2:31][CH3:32])[CH3:30], predict the reaction product. The product is: [F:24][C:3]([F:2])([F:23])[C:4]1[CH:22]=[CH:21][CH:20]=[CH:19][C:5]=1[CH:6]([O:14][CH:15]1[CH2:18][N:17]([C:34]([NH:33][CH:29]([CH2:31][CH3:32])[CH3:30])=[O:35])[CH2:16]1)[C:7]1[CH:12]=[CH:11][C:10]([F:13])=[CH:9][CH:8]=1. (4) Given the reactants [F:1][C:2]1[CH:3]=[C:4]([C:14]2[N:18]([C:19]3[CH:20]=[N:21][CH:22]=[CH:23][CH:24]=3)[N:17]=[C:16]([C:25]([N:27]3[CH2:31][CH2:30][S:29][CH2:28]3)=[O:26])[CH:15]=2)[CH:5]=[C:6]([O:8][CH2:9][C:10]([F:13])([F:12])[F:11])[CH:7]=1.ClC1C=C(C2N(C3C=NC=CC=3)N=C(C(N3CCS(=O)C3)=[O:52])C=2)C=C(F)C=1.ClC1C=CC=C(C(OO)=O)C=1, predict the reaction product. The product is: [F:1][C:2]1[CH:3]=[C:4]([C:14]2[N:18]([C:19]3[CH:20]=[N:21][CH:22]=[CH:23][CH:24]=3)[N:17]=[C:16]([C:25]([N:27]3[CH2:31][CH2:30][S:29](=[O:52])[CH2:28]3)=[O:26])[CH:15]=2)[CH:5]=[C:6]([O:8][CH2:9][C:10]([F:12])([F:11])[F:13])[CH:7]=1. (5) The product is: [CH3:21][O:20][CH2:19][CH2:18][CH2:17][N:1]1[C:9]2[C:4](=[CH:5][CH:6]=[C:7]([C:10]([O:12][CH3:13])=[O:11])[CH:8]=2)[CH:3]=[CH:2]1. Given the reactants [NH:1]1[C:9]2[C:4](=[CH:5][CH:6]=[C:7]([C:10]([O:12][CH3:13])=[O:11])[CH:8]=2)[CH:3]=[CH:2]1.[H-].[Na+].Br[CH2:17][CH2:18][CH2:19][O:20][CH3:21].[I-].[K+], predict the reaction product. (6) Given the reactants [CH3:1][C:2]1[O:6][C:5]([C:7]2[CH:12]=[CH:11][CH:10]=[CH:9][CH:8]=2)=[N:4][C:3]=1[CH2:13][O:14][C:15]1[CH:23]=[CH:22][C:18]([CH2:19][O:20][NH2:21])=[CH:17][CH:16]=1.O=[C:25]([C:33]1[CH:38]=[CH:37][CH:36]=[CH:35][N:34]=1)[CH2:26][CH2:27][C:28]([O:30][CH2:31][CH3:32])=[O:29].C(O)(=O)C.C([O-])(=O)C.[Na+], predict the reaction product. The product is: [CH3:1][C:2]1[O:6][C:5]([C:7]2[CH:8]=[CH:9][CH:10]=[CH:11][CH:12]=2)=[N:4][C:3]=1[CH2:13][O:14][C:15]1[CH:16]=[CH:17][C:18]([CH2:19][O:20]/[N:21]=[C:25](/[C:33]2[CH:38]=[CH:37][CH:36]=[CH:35][N:34]=2)\[CH2:26][CH2:27][C:28]([O:30][CH2:31][CH3:32])=[O:29])=[CH:22][CH:23]=1.